Task: Predict the product of the given reaction.. Dataset: Forward reaction prediction with 1.9M reactions from USPTO patents (1976-2016) The product is: [C-:15]1([CH2:13][N:12]([C@@H:2]([CH3:1])[C@H:3]([O:10][CH3:11])[C:4]2[CH:5]=[CH:6][CH:7]=[CH:8][CH:9]=2)[CH3:25])[CH:19]=[CH:18][CH:17]=[CH:16]1.[CH-:25]1[CH:29]=[CH:28][CH:27]=[CH:26]1.[Fe+2:30]. Given the reactants [CH3:1][C@H:2]([NH:12][CH3:13])[C@H:3]([O:10][CH3:11])[C:4]1[CH:9]=[CH:8][CH:7]=[CH:6][CH:5]=1.[I-].[C-:15]1(C[N+](C)(C)C)[CH:19]=[CH:18][CH:17]=[CH:16]1.[CH-:25]1[CH:29]=[CH:28][CH:27]=[CH:26]1.[Fe+2:30], predict the reaction product.